From a dataset of Full USPTO retrosynthesis dataset with 1.9M reactions from patents (1976-2016). Predict the reactants needed to synthesize the given product. (1) Given the product [F:44][C:45]1[CH:50]=[C:49]([N:51]2[CH:55]=[C:54]([CH3:56])[N:53]=[CH:52]2)[C:48]([O:57][CH3:58])=[CH:47][C:46]=1/[CH:59]=[CH:60]/[C:61]([NH:34][NH:33][C:31](=[O:32])[CH:30]([C:35]1[CH:36]=[C:37]([F:43])[C:38]([F:42])=[C:39]([F:41])[CH:40]=1)[CH2:29][CH2:28][CH2:27][Cl:26])=[O:62], predict the reactants needed to synthesize it. The reactants are: C(N(C(C)C)CC)(C)C.C1N(P(Cl)(N2C(=O)OCC2)=O)C(=O)OC1.Cl.[Cl:26][CH2:27][CH2:28][CH2:29][CH:30]([C:35]1[CH:40]=[C:39]([F:41])[C:38]([F:42])=[C:37]([F:43])[CH:36]=1)[C:31]([NH:33][NH2:34])=[O:32].[F:44][C:45]1[CH:50]=[C:49]([N:51]2[CH:55]=[C:54]([CH3:56])[N:53]=[CH:52]2)[C:48]([O:57][CH3:58])=[CH:47][C:46]=1/[CH:59]=[CH:60]/[C:61](O)=[O:62].[Cl-].[NH4+]. (2) Given the product [CH3:37][O:36][CH:22]([O:21][CH3:20])[C:23]1[C:24]([F:35])=[CH:25][C:26]([O:33][CH3:34])=[C:27]([N+:30]([O-:32])=[O:31])[C:28]=1[NH:9][C:3]1[CH:4]=[CH:5][C:6]([I:8])=[CH:7][C:2]=1[F:1], predict the reactants needed to synthesize it. The reactants are: [F:1][C:2]1[CH:7]=[C:6]([I:8])[CH:5]=[CH:4][C:3]=1[NH2:9].[Li+].C[Si]([N-][Si](C)(C)C)(C)C.[CH3:20][O:21][CH:22]([O:36][CH3:37])[C:23]1[C:28](F)=[C:27]([N+:30]([O-:32])=[O:31])[C:26]([O:33][CH3:34])=[CH:25][C:24]=1[F:35]. (3) Given the product [CH3:25][O:24][CH2:23][CH2:22][N:11]1[CH2:12][C@H:13]([C:16]2[CH:17]=[CH:18][CH:19]=[CH:20][CH:21]=2)[CH2:14][CH2:15][C@@H:9]([NH:8][C:28]([N:55]2[CH2:56][CH2:57][CH:52]([N:44]3[C:45]4[C:46](=[N:47][CH:48]=[CH:49][CH:50]=4)[NH:51][C:43]3=[O:42])[CH2:53][CH2:54]2)=[O:29])[C:10]1=[O:26], predict the reactants needed to synthesize it. The reactants are: C(N(CC)CC)C.[NH2:8][C@@H:9]1[CH2:15][CH2:14][C@@H:13]([C:16]2[CH:21]=[CH:20][CH:19]=[CH:18][CH:17]=2)[CH2:12][N:11]([CH2:22][CH2:23][O:24][CH3:25])[C:10]1=[O:26].Cl[C:28](OC1C=CC([N+]([O-])=O)=CC=1)=[O:29].Cl.Cl.[O:42]=[C:43]1[NH:51][C:46]2=[N:47][CH:48]=[CH:49][CH:50]=[C:45]2[N:44]1[CH:52]1[CH2:57][CH2:56][NH:55][CH2:54][CH2:53]1.C(N(C(C)C)CC)(C)C.C(=O)([O-])[O-].[Na+].[Na+]. (4) Given the product [CH3:13][C:11]1[N:12]=[C:8]([C:3]2[CH:4]=[CH:5][CH:6]=[CH:7][C:2]=2[CH3:1])[S:9][C:10]=1[CH2:14][O:15][C:34](=[O:43])[NH:31][C:24]1[CH:23]=[CH:22][C:21]2[N:17]([CH3:16])[CH:18]=[N:19][C:20]=2[CH:25]=1, predict the reactants needed to synthesize it. The reactants are: [CH3:1][C:2]1[CH:7]=[CH:6][CH:5]=[CH:4][C:3]=1[C:8]1[S:9][C:10]([CH2:14][OH:15])=[C:11]([CH3:13])[N:12]=1.[CH3:16][N:17]1[C:21]2[CH:22]=[CH:23][C:24](C(O)=O)=[CH:25][C:20]=2[N:19]=[CH:18]1.C([N:31]([CH2:34]C)CC)C.C1(P(N=[N+]=[N-])(C2C=CC=CC=2)=[O:43])C=CC=CC=1. (5) Given the product [CH2:24]([O:31][C:32]1[CH:33]=[CH:34][C:35]([C:36]2[NH:1][C:2]3=[N:7][CH:6]=[C:5]([N:8]4[CH2:13][CH2:12][N:11]([C:14]([O:16][C:17]([CH3:20])([CH3:19])[CH3:18])=[O:15])[CH2:10][CH2:9]4)[CH:4]=[C:3]3[N:21]=2)=[CH:38][CH:39]=1)[C:25]1[CH:26]=[CH:27][CH:28]=[CH:29][CH:30]=1, predict the reactants needed to synthesize it. The reactants are: [NH2:1][C:2]1[N:7]=[CH:6][C:5]([N:8]2[CH2:13][CH2:12][N:11]([C:14]([O:16][C:17]([CH3:20])([CH3:19])[CH3:18])=[O:15])[CH2:10][CH2:9]2)=[CH:4][C:3]=1[N+:21]([O-])=O.[CH2:24]([O:31][C:32]1[CH:39]=[CH:38][C:35]([CH:36]=O)=[CH:34][CH:33]=1)[C:25]1[CH:30]=[CH:29][CH:28]=[CH:27][CH:26]=1.S(S([O-])=O)([O-])=O.[Na+].[Na+]. (6) Given the product [F:40][C:22]1([F:38])[CH2:23][C:24]([N:27]2[CH2:31][C@H:30]([CH2:32][NH:33][C:34](=[O:36])[CH3:35])[O:29][C:28]2=[O:37])=[CH:25][CH:26]=[C:21]1[C:18]1[CH:17]=[CH:16][C:15]([C:12]2[CH2:11][CH:10]([CH2:9][OH:8])[O:14][N:13]=2)=[CH:20][CH:19]=1, predict the reactants needed to synthesize it. The reactants are: [Si]([O:8][CH2:9][CH:10]1[O:14][N:13]=[C:12]([C:15]2[CH:20]=[CH:19][C:18]([C:21]3[CH:26]=[CH:25][C:24]([N:27]4[CH2:31][C@H:30]([CH2:32][NH:33][C:34](=[O:36])[CH3:35])[O:29][C:28]4=[O:37])=[CH:23][C:22]=3[F:38])=[C:17](F)[CH:16]=2)[CH2:11]1)(C(C)(C)C)(C)C.[F-:40].C([N+](CCCC)(CCCC)CCCC)CCC.O1CCCC1.O. (7) Given the product [CH3:1][O:2][C:3]1[CH:4]=[CH:5][C:6]([C:7]([NH:60][C:58]2[S:57][C:47]3[C:48]([N:51]4[CH2:56][CH2:55][O:54][CH2:53][CH2:52]4)=[N:49][CH:50]=[C:45]([O:44][CH3:43])[C:46]=3[N:59]=2)=[O:9])=[CH:10][CH:11]=1, predict the reactants needed to synthesize it. The reactants are: [CH3:1][O:2][C:3]1[CH:11]=[CH:10][C:6]([C:7]([OH:9])=O)=[CH:5][CH:4]=1.CN(C(ON1N=NC2C=CC=NC1=2)=[N+](C)C)C.F[P-](F)(F)(F)(F)F.CN1CCOCC1.[CH3:43][O:44][C:45]1[C:46]2[N:59]=[C:58]([NH2:60])[S:57][C:47]=2[C:48]([N:51]2[CH2:56][CH2:55][O:54][CH2:53][CH2:52]2)=[N:49][CH:50]=1. (8) The reactants are: [Li+].[OH-].[CH3:3][C:4]1[CH:9]=[C:8]([CH3:10])[CH:7]=[C:6]([CH3:11])[C:5]=1[NH:12][C:13]([NH:15][C:16]1[C:17]([C:26]([NH:28][C@H:29]([C:33]([O:35]C)=[O:34])[CH:30]([CH3:32])[CH3:31])=[O:27])=[CH:18][C:19]2[C:24]([CH:25]=1)=[CH:23][CH:22]=[CH:21][CH:20]=2)=[O:14].Cl.C(OCC)(=O)C. Given the product [CH3:11][C:6]1[CH:7]=[C:8]([CH3:10])[CH:9]=[C:4]([CH3:3])[C:5]=1[NH:12][C:13]([NH:15][C:16]1[C:17]([C:26]([NH:28][C@H:29]([C:33]([OH:35])=[O:34])[CH:30]([CH3:31])[CH3:32])=[O:27])=[CH:18][C:19]2[C:24]([CH:25]=1)=[CH:23][CH:22]=[CH:21][CH:20]=2)=[O:14], predict the reactants needed to synthesize it. (9) Given the product [C:1]([C:5]1[CH:6]=[CH:7][C:8]([CH:11]([C:19]2[NH:24][C:23](=[O:25])[C:22]([O:26][CH:27]([F:28])[F:29])=[CH:21][CH:20]=2)[CH2:12][C@H:13]2[CH2:17][CH2:16][C:15](=[O:18])[NH:14]2)=[CH:9][CH:10]=1)([CH3:4])([CH3:2])[CH3:3], predict the reactants needed to synthesize it. The reactants are: [C:1]([C:5]1[CH:10]=[CH:9][C:8](/[C:11](/[C:19]2[NH:24][C:23](=[O:25])[C:22]([O:26][CH:27]([F:29])[F:28])=[CH:21][CH:20]=2)=[CH:12]\[C@H:13]2[CH2:17][CH2:16][C:15](=[O:18])[NH:14]2)=[CH:7][CH:6]=1)([CH3:4])([CH3:3])[CH3:2].CCCCCC. (10) Given the product [CH3:18][C:15]1[N:14]=[CH:13][C:12]([NH:11][C:8]2[CH:9]=[CH:10][C:5]([C:3]([OH:4])=[O:2])=[N:6][CH:7]=2)=[CH:17][CH:16]=1, predict the reactants needed to synthesize it. The reactants are: C[O:2][C:3]([C:5]1[CH:10]=[CH:9][C:8]([NH:11][C:12]2[CH:13]=[N:14][C:15]([CH3:18])=[CH:16][CH:17]=2)=[CH:7][N:6]=1)=[O:4].[OH-].[Na+].